This data is from NCI-60 drug combinations with 297,098 pairs across 59 cell lines. The task is: Regression. Given two drug SMILES strings and cell line genomic features, predict the synergy score measuring deviation from expected non-interaction effect. (1) Drug 1: C1C(C(OC1N2C=NC3=C(N=C(N=C32)Cl)N)CO)O. Drug 2: CC1=C(C=C(C=C1)NC(=O)C2=CC=C(C=C2)CN3CCN(CC3)C)NC4=NC=CC(=N4)C5=CN=CC=C5. Cell line: SN12C. Synergy scores: CSS=64.2, Synergy_ZIP=-5.33, Synergy_Bliss=-10.9, Synergy_Loewe=-40.9, Synergy_HSA=-9.26. (2) Drug 1: CC(C)NC(=O)C1=CC=C(C=C1)CNNC.Cl. Drug 2: CC(C)CN1C=NC2=C1C3=CC=CC=C3N=C2N. Cell line: DU-145. Synergy scores: CSS=3.87, Synergy_ZIP=0.595, Synergy_Bliss=0.126, Synergy_Loewe=-3.05, Synergy_HSA=-3.82. (3) Drug 1: C1CCC(C1)C(CC#N)N2C=C(C=N2)C3=C4C=CNC4=NC=N3. Drug 2: CC1=CC2C(CCC3(C2CCC3(C(=O)C)OC(=O)C)C)C4(C1=CC(=O)CC4)C. Cell line: T-47D. Synergy scores: CSS=3.54, Synergy_ZIP=-2.37, Synergy_Bliss=2.30, Synergy_Loewe=-3.05, Synergy_HSA=-2.50. (4) Drug 1: C1=CC(=CC=C1CCC2=CNC3=C2C(=O)NC(=N3)N)C(=O)NC(CCC(=O)O)C(=O)O. Drug 2: CCN(CC)CCNC(=O)C1=C(NC(=C1C)C=C2C3=C(C=CC(=C3)F)NC2=O)C. Cell line: SF-295. Synergy scores: CSS=31.1, Synergy_ZIP=4.48, Synergy_Bliss=3.65, Synergy_Loewe=-9.17, Synergy_HSA=3.59. (5) Drug 1: CCC1(CC2CC(C3=C(CCN(C2)C1)C4=CC=CC=C4N3)(C5=C(C=C6C(=C5)C78CCN9C7C(C=CC9)(C(C(C8N6C=O)(C(=O)OC)O)OC(=O)C)CC)OC)C(=O)OC)O.OS(=O)(=O)O. Drug 2: C(CN)CNCCSP(=O)(O)O. Cell line: TK-10. Synergy scores: CSS=0.912, Synergy_ZIP=0.603, Synergy_Bliss=-0.358, Synergy_Loewe=0.383, Synergy_HSA=-2.54. (6) Synergy scores: CSS=2.57, Synergy_ZIP=2.74, Synergy_Bliss=-1.04, Synergy_Loewe=2.50, Synergy_HSA=0.200. Drug 1: CC1=CC2C(CCC3(C2CCC3(C(=O)C)OC(=O)C)C)C4(C1=CC(=O)CC4)C. Cell line: KM12. Drug 2: C1C(C(OC1N2C=NC3=C(N=C(N=C32)Cl)N)CO)O. (7) Drug 1: CN(C)C1=NC(=NC(=N1)N(C)C)N(C)C. Drug 2: C1C(C(OC1N2C=NC3=C2NC=NCC3O)CO)O. Cell line: HT29. Synergy scores: CSS=-14.7, Synergy_ZIP=4.57, Synergy_Bliss=-1.66, Synergy_Loewe=-6.57, Synergy_HSA=-7.94.